This data is from Reaction yield outcomes from USPTO patents with 853,638 reactions. The task is: Predict the reaction yield, written as a fraction of the theoretical maximum amount of product (1.0 means a 100% yield; for example, 0.34 means a 34% yield). (1) The reactants are C(O)(=O)C.[C:5]([C:7]1[CH:14]=[CH:13][C:10](C=O)=[CH:9][CH:8]=1)#[CH:6].[NH:15]1[CH2:19][CH2:18][CH2:17][CH2:16]1.[BH-](OC(C)=O)(OC(C)=O)OC(C)=O.[Na+]. The catalyst is ClCCCl. The product is [C:5]([C:7]1[CH:8]=[CH:9][C:10]([N:15]2[CH2:19][CH2:18][CH2:17][CH2:16]2)=[CH:13][CH:14]=1)#[CH:6]. The yield is 1.00. (2) The reactants are [CH2:1]([O:8][C:9]1[C:17]([F:18])=[CH:16][CH:15]=[C:14]2[C:10]=1[CH:11]=[C:12](C(O)=O)[NH:13]2)[C:2]1[CH:7]=[CH:6][CH:5]=[CH:4][CH:3]=1. The catalyst is [Cu].C1(C2C=CC=CN=2)C=CC=CC=1. The product is [CH2:1]([O:8][C:9]1[C:17]([F:18])=[CH:16][CH:15]=[C:14]2[C:10]=1[CH:11]=[CH:12][NH:13]2)[C:2]1[CH:3]=[CH:4][CH:5]=[CH:6][CH:7]=1. The yield is 0.620. (3) The reactants are [CH3:1][O:2][C:3]1[C:4]([CH3:17])=[C:5]([C:8]([O:15][CH3:16])=[C:9]([O:13][CH3:14])[C:10]=1[O:11][CH3:12])[CH:6]=[O:7].[CH2:18]([O:25][C:26]1[CH:27]=[C:28](Br)[CH:29]=[CH:30][CH:31]=1)[C:19]1[CH:24]=[CH:23][CH:22]=[CH:21][CH:20]=1.[Mg].[Cl-].[NH4+]. The catalyst is O1CCCC1. The product is [CH3:1][O:2][C:3]1[C:4]([CH3:17])=[C:5]([CH:6]([C:28]2[CH:29]=[CH:30][CH:31]=[C:26]([O:25][CH2:18][C:19]3[CH:24]=[CH:23][CH:22]=[CH:21][CH:20]=3)[CH:27]=2)[OH:7])[C:8]([O:15][CH3:16])=[C:9]([O:13][CH3:14])[C:10]=1[O:11][CH3:12]. The yield is 0.950. (4) The reactants are [N:1]1([CH2:7][C:8]2[CH:13]=[CH:12][C:11]([S:14][C:15]3[CH:23]=[CH:22][C:18]([C:19](O)=[O:20])=[CH:17][CH:16]=3)=[CH:10][CH:9]=2)[CH2:6][CH2:5][O:4][CH2:3][CH2:2]1.CN(C(ON1N=NC2C=CC=NC1=2)=[N+](C)C)C.F[P-](F)(F)(F)(F)F.CCN(C(C)C)C(C)C.[NH2:57][C@H:58]([C:62]([O:64][CH3:65])=[O:63])[C@@H:59]([CH3:61])[OH:60].Cl. The catalyst is CN(C=O)C.CCOC(C)=O. The product is [CH3:65][O:64][C:62](=[O:63])[C@@H:58]([NH:57][C:19](=[O:20])[C:18]1[CH:17]=[CH:16][C:15]([S:14][C:11]2[CH:10]=[CH:9][C:8]([CH2:7][N:1]3[CH2:2][CH2:3][O:4][CH2:5][CH2:6]3)=[CH:13][CH:12]=2)=[CH:23][CH:22]=1)[C@H:59]([OH:60])[CH3:61]. The yield is 0.980. (5) The reactants are [CH3:1][O:2][C:3]1[CH:4]=[C:5]2[C:10](=[CH:11][CH:12]=1)[NH:9][C:8](=O)[CH:7]=[CH:6]2.P(Br)(Br)([Br:16])=O. No catalyst specified. The product is [Br:16][C:8]1[CH:7]=[CH:6][C:5]2[C:10](=[CH:11][CH:12]=[C:3]([O:2][CH3:1])[CH:4]=2)[N:9]=1. The yield is 0.493. (6) The reactants are [Cl:1][C:2]1[CH:3]=[C:4]2[CH:10]=[CH:9][NH:8][C:5]2=[N:6][CH:7]=1.[H-].[Na+].Cl[C:14]1[N:18]([CH3:19])[N:17]=[C:16]([CH:20]2[CH2:22][CH2:21]2)[C:15]=1[CH:23]=[O:24].O. The catalyst is CN(C)C=O. The product is [Cl:1][C:2]1[CH:3]=[C:4]2[CH:10]=[CH:9][N:8]([C:14]3[N:18]([CH3:19])[N:17]=[C:16]([CH:20]4[CH2:22][CH2:21]4)[C:15]=3[CH:23]=[O:24])[C:5]2=[N:6][CH:7]=1. The yield is 0.700. (7) The reactants are [CH3:1][O:2][C:3]([C:5]1[C:10]([CH3:11])=[C:9]([NH:12]C(=O)C)[CH:8]=[C:7]([C:16]2[CH:21]=[CH:20][C:19]([Cl:22])=[C:18]([O:23][CH3:24])[C:17]=2[F:25])[N:6]=1)=[O:4].C(Cl)(=O)C. The catalyst is CO. The product is [CH3:1][O:2][C:3]([C:5]1[C:10]([CH3:11])=[C:9]([NH2:12])[CH:8]=[C:7]([C:16]2[CH:21]=[CH:20][C:19]([Cl:22])=[C:18]([O:23][CH3:24])[C:17]=2[F:25])[N:6]=1)=[O:4]. The yield is 0.880. (8) The reactants are [S:1]1[C:5]2[CH:6]=[C:7]([NH2:10])[CH:8]=[CH:9][C:4]=2[N:3]=[CH:2]1.[Cl:11][CH2:12][C:13]([N:16]=[C:17]=[O:18])([CH3:15])[CH3:14].CO. The catalyst is C1(C)C=CC=CC=1.C(Cl)(Cl)Cl. The product is [S:1]1[C:5]2[CH:6]=[C:7]([NH:10][C:17]([NH:16][C:13]([CH3:15])([CH3:14])[CH2:12][Cl:11])=[O:18])[CH:8]=[CH:9][C:4]=2[N:3]=[CH:2]1. The yield is 0.166.